Dataset: Reaction yield outcomes from USPTO patents with 853,638 reactions. Task: Predict the reaction yield, written as a fraction of the theoretical maximum amount of product (1.0 means a 100% yield; for example, 0.34 means a 34% yield). (1) The reactants are [Na].C(O[C:5](=[O:11])[C:6]([O:8][CH2:9]C)=[O:7])C.[CH3:12][C:13]1[CH:18]=[CH:17][C:16]([C:19](=[O:21])[CH3:20])=[CH:15][CH:14]=1. The catalyst is CO.CC(OC)(C)C. The product is [CH3:12][C:13]1[CH:18]=[CH:17][C:16]([C:19](=[O:21])[CH2:20][C:5](=[O:11])[C:6]([O:8][CH3:9])=[O:7])=[CH:15][CH:14]=1. The yield is 0.460. (2) The reactants are [Br:1][C:2]1[CH:7]=[CH:6][C:5]([NH:8][C:9]2[N:10]([CH3:26])[C:11](=[O:25])[C:12]([CH3:24])=[CH:13][C:14]=2[C:15]([NH:17][O:18][CH2:19][CH2:20][O:21]C=C)=[O:16])=[C:4]([F:27])[CH:3]=1.BrC1C=CC(NC2N(C)C(=O)C(C)=CC=2C(OC)=O)=C(F)C=1.C(OCCON)=C.C[Si]([N-][Si](C)(C)C)(C)C.[Li+]. The catalyst is C1COCC1. The product is [Br:1][C:2]1[CH:7]=[CH:6][C:5]([NH:8][C:9]2[N:10]([CH3:26])[C:11](=[O:25])[C:12]([CH3:24])=[CH:13][C:14]=2[C:15]([NH:17][O:18][CH2:19][CH2:20][OH:21])=[O:16])=[C:4]([F:27])[CH:3]=1. The yield is 0.940. (3) The catalyst is C1COCC1.O. The yield is 0.990. The product is [CH3:8][C:2]([C:9]1[NH:10][C:11]2[C:16]([CH:17]=1)=[CH:15][C:14]([N+:18]([O-:20])=[O:19])=[CH:13][CH:12]=2)([CH3:1])[C:3]([OH:5])=[O:4]. The reactants are [CH3:1][C:2]([C:9]1[NH:10][C:11]2[C:16]([CH:17]=1)=[CH:15][C:14]([N+:18]([O-:20])=[O:19])=[CH:13][CH:12]=2)([CH3:8])[C:3]([O:5]CC)=[O:4].O[Li].O.Cl. (4) The reactants are C([O:8][C:9]1[CH:18]=[C:17]2[C:12]([C:13]([N:19]3[CH2:23][CH2:22][CH2:21][CH2:20]3)=[CH:14][CH:15]=[N:16]2)=[CH:11][C:10]=1[CH2:24][CH2:25][CH2:26][CH3:27])C1C=CC=CC=1. The catalyst is CO.[Pd]. The product is [CH2:24]([C:10]1[CH:11]=[C:12]2[C:17](=[CH:18][C:9]=1[OH:8])[N:16]=[CH:15][CH:14]=[C:13]2[N:19]1[CH2:20][CH2:21][CH2:22][CH2:23]1)[CH2:25][CH2:26][CH3:27]. The yield is 0.820. (5) The reactants are [N:1]1([CH2:7][CH2:8][NH:9][C:10](=[C:23]([C:26]#[N:27])[C:24]#[N:25])[N:11]2[CH2:16][CH2:15][CH:14]([N:17]3[CH2:22][CH2:21][CH2:20][CH2:19][CH2:18]3)[CH2:13][CH2:12]2)[CH2:6][CH2:5][CH2:4][CH2:3][CH2:2]1.[H-].[Na+].[CH3:30]I. The catalyst is C1COCC1.[Cl-].[Na+].O. The product is [CH3:30][N:9]([C:10](=[C:23]([C:24]#[N:25])[C:26]#[N:27])[N:11]1[CH2:12][CH2:13][CH:14]([N:17]2[CH2:22][CH2:21][CH2:20][CH2:19][CH2:18]2)[CH2:15][CH2:16]1)[CH2:8][CH2:7][N:1]1[CH2:2][CH2:3][CH2:4][CH2:5][CH2:6]1. The yield is 0.390. (6) The reactants are [C:1]([C:9]1[CH:14]=[C:13]([Cl:15])[CH:12]=[CH:11][C:10]=1[NH:16][C:17](=[O:21])[CH2:18][C:19]#[CH:20])(=O)[C:2]1[CH:7]=[CH:6][CH:5]=[CH:4][CH:3]=1.[CH2:22]([N:29]=[N+:30]=[N-:31])[C:23]1[CH:28]=[CH:27][CH:26]=[CH:25][CH:24]=1.O=C1O[C@H]([C@H](CO)O)C([O-])=C1O.[Na+]. The catalyst is C(O)(C)(C)C.O.O.O.O.O.S([O-])([O-])(=O)=O.[Cu+2]. The product is [CH2:22]([N:29]1[CH:20]=[C:19]([C:18]2[C:17](=[O:21])[NH:16][C:10]3[C:9]([C:1]=2[C:2]2[CH:7]=[CH:6][CH:5]=[CH:4][CH:3]=2)=[CH:14][C:13]([Cl:15])=[CH:12][CH:11]=3)[N:31]=[N:30]1)[C:23]1[CH:28]=[CH:27][CH:26]=[CH:25][CH:24]=1. The yield is 0.820. (7) The reactants are [F:1][C:2]1[CH:3]=[C:4]([N:8]2[CH2:12][C@@H:11]([CH2:13][N:14]3C(=O)C4C(=CC=CC=4)C3=O)[O:10][C:9]2=[O:25])[CH:5]=[CH:6][CH:7]=1.O.NN. The catalyst is C(O)C. The product is [NH2:14][CH2:13][C@@H:11]1[O:10][C:9](=[O:25])[N:8]([C:4]2[CH:5]=[CH:6][CH:7]=[C:2]([F:1])[CH:3]=2)[CH2:12]1. The yield is 0.966.